From a dataset of Forward reaction prediction with 1.9M reactions from USPTO patents (1976-2016). Predict the product of the given reaction. (1) Given the reactants [OH:1][C@H:2]([C:17]1[CH:22]=[CH:21][C:20]([OH:23])=[C:19]([CH2:24][OH:25])[CH:18]=1)[CH2:3][NH:4][C@H:5]([CH3:16])[CH2:6][C:7]1[CH:8]=[C:9]([CH:13]=[CH:14][CH:15]=1)[C:10]([OH:12])=O.C(N(CC)CC)C.[Cl:33][C:34]1[CH:41]=[CH:40][C:37]([CH2:38][NH2:39])=[CH:36][CH:35]=1.CN(C(ON1N=NC2C=CC=CC1=2)=[N+](C)C)C.F[P-](F)(F)(F)(F)F, predict the reaction product. The product is: [NH3:4].[Cl:33][C:34]1[CH:41]=[CH:40][C:37]([CH2:38][NH:39][C:10](=[O:12])[C:9]2[CH:13]=[CH:14][CH:15]=[C:7]([CH2:6][C@H:5]([NH:4][CH2:3][C@H:2]([OH:1])[C:17]3[CH:22]=[CH:21][C:20]([OH:23])=[C:19]([CH2:24][OH:25])[CH:18]=3)[CH3:16])[CH:8]=2)=[CH:36][CH:35]=1. (2) Given the reactants [F:1][C:2]1[CH:10]=[CH:9][CH:8]=[C:7]([F:11])[C:3]=1[C:4](Cl)=[O:5].[NH2:12][C:13]([CH3:17])([CH3:16])[CH2:14][OH:15], predict the reaction product. The product is: [CH3:16][C:13]([NH:12][C:4](=[O:5])[C:3]1[C:2]([F:1])=[CH:10][CH:9]=[CH:8][C:7]=1[F:11])([CH3:17])[CH2:14][OH:15]. (3) Given the reactants [Cl:1][C:2]1[CH:3]=[N:4][C:5]2[N:6]([N:8]=[C:9]([C:11]([OH:13])=O)[CH:10]=2)[CH:7]=1.[CH3:14][N:15]1[C:24]2[C:19](=[CH:20][CH:21]=[C:22]([NH:25][C:26](=[O:28])[CH3:27])[CH:23]=2)[CH2:18][CH2:17][NH:16]1, predict the reaction product. The product is: [Cl:1][C:2]1[CH:3]=[N:4][C:5]2[N:6]([N:8]=[C:9]([C:11]([N:16]3[CH2:17][CH2:18][C:19]4[C:24](=[CH:23][C:22]([NH:25][C:26](=[O:28])[CH3:27])=[CH:21][CH:20]=4)[N:15]3[CH3:14])=[O:13])[CH:10]=2)[CH:7]=1. (4) Given the reactants [N+:1]([C:4]1[CH:27]=[CH:26][C:7]([NH:8][C:9]2[CH:14]=[CH:13][C:12]([O:15][Si](C(C)C)(C(C)C)C(C)C)=[CH:11][CH:10]=2)=[CH:6][C:5]=1[C:28]([F:31])([F:30])[F:29])([O-:3])=[O:2].CCCC[N+](CCCC)(CCCC)CCCC.[F-], predict the reaction product. The product is: [N+:1]([C:4]1[CH:27]=[CH:26][C:7]([NH:8][C:9]2[CH:10]=[CH:11][C:12]([OH:15])=[CH:13][CH:14]=2)=[CH:6][C:5]=1[C:28]([F:29])([F:30])[F:31])([O-:3])=[O:2]. (5) The product is: [Br:1][C:2]1[CH:3]=[N:4][C:5]([O:11][CH2:10][CH3:9])=[N:6][CH:7]=1. Given the reactants [Br:1][C:2]1[CH:3]=[N:4][C:5](Cl)=[N:6][CH:7]=1.[CH3:9][CH2:10][O-:11].[Na+], predict the reaction product. (6) The product is: [CH2:12]([OH:18])[CH2:13][CH2:14][CH2:15][CH2:10][CH2:11][CH2:1][CH2:2][CH2:3][CH3:4]. Given the reactants [CH2:1]1[CH2:11][CH2:10]N2[C:4](=NCCC2)[CH2:3][CH2:2]1.[CH2:12]([OH:18])[CH2:13][CH2:14][CH2:15]CC.CCCCCCCCCC, predict the reaction product.